This data is from Peptide-MHC class II binding affinity with 134,281 pairs from IEDB. The task is: Regression. Given a peptide amino acid sequence and an MHC pseudo amino acid sequence, predict their binding affinity value. This is MHC class II binding data. (1) The peptide sequence is PLGLLLKNLTTSSYV. The MHC is DRB1_0405 with pseudo-sequence DRB1_0405. The binding affinity (normalized) is 0.811. (2) The peptide sequence is VIIMDEAHFLDPASI. The MHC is DRB1_0901 with pseudo-sequence DRB1_0901. The binding affinity (normalized) is 0.425. (3) The binding affinity (normalized) is 0. The peptide sequence is TMLLGMLMICSAA. The MHC is HLA-DPA10103-DPB10301 with pseudo-sequence HLA-DPA10103-DPB10301. (4) The MHC is HLA-DQA10101-DQB10501 with pseudo-sequence HLA-DQA10101-DQB10501. The binding affinity (normalized) is 0.673. The peptide sequence is SQDLELSWKLNGLQAY. (5) The peptide sequence is KDKFLANVSTVLTGK. The MHC is DRB1_1302 with pseudo-sequence DRB1_1302. The binding affinity (normalized) is 0.927. (6) The peptide sequence is SNPKFENIAEGLRAL. The MHC is HLA-DPA10201-DPB10101 with pseudo-sequence HLA-DPA10201-DPB10101. The binding affinity (normalized) is 0.430.